From a dataset of Reaction yield outcomes from USPTO patents with 853,638 reactions. Predict the reaction yield, written as a fraction of the theoretical maximum amount of product (1.0 means a 100% yield; for example, 0.34 means a 34% yield). (1) The reactants are [CH3:1][N:2]1[C:10]2[CH:9]=[C:8]3[O:11][CH2:12][CH2:13][O:14][C:7]3=[CH:6][C:5]=2[C:4](=O)[C:3]1=[O:16].O.NN. The catalyst is O1CCOCC1.C(OCC)(=O)C. The product is [CH3:1][N:2]1[C:10]2[CH:9]=[C:8]3[O:11][CH2:12][CH2:13][O:14][C:7]3=[CH:6][C:5]=2[CH2:4][C:3]1=[O:16]. The yield is 0.870. (2) The reactants are N12CCCN=C1CCCCC2.[Br:12][C:13]1[CH:14]=[C:15]2[C:20](=[CH:21][CH:22]=1)[CH:19]([C:23]([O:25][CH2:26][CH3:27])=[O:24])[N:18](S(C1C=CC=CC=1)(=O)=O)[CH2:17][CH2:16]2.O. The catalyst is C1(C)C=CC=CC=1. The product is [Br:12][C:13]1[CH:14]=[C:15]2[C:20](=[CH:21][CH:22]=1)[C:19]([C:23]([O:25][CH2:26][CH3:27])=[O:24])=[N:18][CH:17]=[CH:16]2. The yield is 0.590. (3) The reactants are O(Cl)[Cl:2].[P+5].[CH3:5][C:6]1[CH:7]=[C:8]([N:13]2[C:17]3[N:18]=[CH:19][NH:20][C:21](=O)[C:16]=3[CH:15]=[N:14]2)[CH:9]=[C:10]([CH3:12])[CH:11]=1. The catalyst is C(Cl)(Cl)Cl. The product is [Cl:2][C:21]1[N:20]=[CH:19][N:18]=[C:17]2[N:13]([C:8]3[CH:7]=[C:6]([CH3:5])[CH:11]=[C:10]([CH3:12])[CH:9]=3)[N:14]=[CH:15][C:16]=12. The yield is 0.866. (4) The reactants are [C:1]([O:5][C:6]([N:8]1[CH2:14][C:13]2[CH:15]=[CH:16][C:17]([F:19])=[CH:18][C:12]=2[NH:11][C:10](=O)[CH2:9]1)=[O:7])([CH3:4])([CH3:3])[CH3:2].COC1C=CC(P2(SP(C3C=CC(OC)=CC=3)(=S)S2)=[S:30])=CC=1. The catalyst is C1(C)C=CC=CC=1. The product is [C:1]([O:5][C:6]([N:8]1[CH2:14][C:13]2[CH:15]=[CH:16][C:17]([F:19])=[CH:18][C:12]=2[NH:11][C:10](=[S:30])[CH2:9]1)=[O:7])([CH3:4])([CH3:3])[CH3:2]. The yield is 0.690. (5) The yield is 0.306. No catalyst specified. The product is [F:20][C:21]1([F:29])[CH2:26][CH2:25][CH2:24][CH:23]([CH2:27][NH:28][C:16]([C:4]2[C:3]3[C:7](=[CH:8][CH:9]=[CH:10][C:2]=3[Cl:1])[N:6]([CH2:11][CH2:12][CH:13]([F:14])[F:15])[CH:5]=2)=[O:18])[CH2:22]1. The reactants are [Cl:1][C:2]1[CH:10]=[CH:9][CH:8]=[C:7]2[C:3]=1[C:4]([C:16]([OH:18])=O)=[CH:5][N:6]2[CH2:11][CH2:12][CH:13]([F:15])[F:14].Cl.[F:20][C:21]1([F:29])[CH2:26][CH2:25][CH2:24][CH:23]([CH2:27][NH2:28])[CH2:22]1.CCN(CC)CC.C(Cl)CCl.N1(O)C2C=CC=CC=2N=N1. (6) The reactants are [C:1]([NH:5][C:6]1[N:13]=[C:12](Cl)[CH:11]=[CH:10][C:7]=1[C:8]#[N:9])([CH3:4])([CH3:3])[CH3:2].[Br:15][C:16]1[CH:23]=[CH:22][C:21]([OH:24])=[CH:20][C:17]=1[CH:18]=[O:19].C([O-])([O-])=O.[K+].[K+]. The catalyst is CN(C=O)C. The product is [Br:15][C:16]1[CH:23]=[CH:22][C:21]([O:24][C:12]2[CH:11]=[CH:10][C:7]([C:8]#[N:9])=[C:6]([NH:5][C:1]([CH3:4])([CH3:3])[CH3:2])[N:13]=2)=[CH:20][C:17]=1[CH:18]=[O:19]. The yield is 0.850. (7) The reactants are [CH3:1]I.[CH2:3]([O:5][C:6](=[O:22])[C:7](=[C:13]([SH:21])[NH:14][C:15]1[CH:20]=[CH:19][CH:18]=[CH:17][CH:16]=1)[C:8]([O:10][CH2:11][CH3:12])=[O:9])[CH3:4].[Na]. The catalyst is CN(C=O)C. The product is [CH2:11]([O:10][C:8](=[O:9])[C:7](=[C:13]([S:21][CH3:1])[NH:14][C:15]1[CH:16]=[CH:17][CH:18]=[CH:19][CH:20]=1)[C:6]([O:5][CH2:3][CH3:4])=[O:22])[CH3:12]. The yield is 0.840.